Dataset: Catalyst prediction with 721,799 reactions and 888 catalyst types from USPTO. Task: Predict which catalyst facilitates the given reaction. Reactant: [OH:1][CH:2]([CH3:15])[CH2:3][C:4]([CH:6]1[C:11]([CH3:13])([CH3:12])[CH2:10][CH2:9][CH:8]=[C:7]1[CH3:14])=[O:5].CCN(CC)CC.CN(C1C=CC=CN=1)C.[C:32](Cl)(=[O:39])[C:33]1[CH:38]=[CH:37][CH:36]=[CH:35][CH:34]=1.Cl. Product: [C:32]([O:1][CH:2]([CH3:15])[CH2:3][C:4](=[O:5])[CH:6]1[C:11]([CH3:13])([CH3:12])[CH2:10][CH2:9][CH:8]=[C:7]1[CH3:14])(=[O:39])[C:33]1[CH:38]=[CH:37][CH:36]=[CH:35][CH:34]=1. The catalyst class is: 2.